From a dataset of Forward reaction prediction with 1.9M reactions from USPTO patents (1976-2016). Predict the product of the given reaction. (1) Given the reactants [Cl:1][C:2]1[CH:3]=[C:4]([C:21]2[CH:22]=[CH:23][C:24]([CH:27]=O)=[N:25][CH:26]=2)[CH:5]=[CH:6][C:7]=1[CH2:8][CH:9]1[CH2:13][CH2:12][N:11]([CH:14]2[CH2:19][CH2:18][CH2:17][CH2:16][CH2:15]2)[C:10]1=[O:20].[NH:29]1[CH2:34][CH2:33][CH2:32][CH2:31][CH2:30]1, predict the reaction product. The product is: [ClH:1].[Cl:1][C:2]1[CH:3]=[C:4]([C:21]2[CH:26]=[N:25][C:24]([CH2:27][N:29]3[CH2:34][CH2:33][CH2:32][CH2:31][CH2:30]3)=[CH:23][CH:22]=2)[CH:5]=[CH:6][C:7]=1[CH2:8][CH:9]1[CH2:13][CH2:12][N:11]([CH:14]2[CH2:15][CH2:16][CH2:17][CH2:18][CH2:19]2)[C:10]1=[O:20]. (2) Given the reactants [CH2:1]([O:3][C:4]([C:6]1[CH:7]=[N:8][C:9]2[C:14]([C:15]=1Cl)=[CH:13][C:12]([F:17])=[CH:11][C:10]=2[O:18][CH3:19])=[O:5])[CH3:2].[CH2:20]([NH2:24])[CH2:21][CH2:22][CH3:23], predict the reaction product. The product is: [CH2:1]([O:3][C:4]([C:6]1[CH:7]=[N:8][C:9]2[C:14]([C:15]=1[NH:24][CH2:20][CH2:21][CH2:22][CH3:23])=[CH:13][C:12]([F:17])=[CH:11][C:10]=2[O:18][CH3:19])=[O:5])[CH3:2]. (3) Given the reactants CN1CCCC1=O.C[N:9]([C:36]1[CH:41]=CC=CC=1)[S:10]([CH2:13][C:14]1[CH:15]=[CH:16][C:17]2[CH:33]=[CH:32][C:21]3=[N:22][CH:23]=[C:24]([C:26]4[CH:27]=[N:28][N:29]([CH3:31])[CH:30]=4)[CH:25]=[C:20]3[C:19](=[O:34])[C:18]=2[CH:35]=1)(=[O:12])=[O:11].[Cl-].[Cl-].[NH2:44][CH2:45][C:46]1[S:47]C=CN=1.C(N(CC)CC)C, predict the reaction product. The product is: [CH3:31][N:29]1[CH:30]=[C:26]([C:24]2[CH:25]=[C:20]3[C:19](=[O:34])[C:18]4[CH:35]=[C:14]([CH2:13][S:10]([NH:9][CH2:36][C:41]5[S:47][CH:46]=[CH:45][N:44]=5)(=[O:12])=[O:11])[CH:15]=[CH:16][C:17]=4[CH:33]=[CH:32][C:21]3=[N:22][CH:23]=2)[CH:27]=[N:28]1. (4) Given the reactants [C:1]([NH:5][S:6]([C:9]1[CH:14]=[C:13]([CH:15]([CH3:17])[CH3:16])[CH:12]=[CH:11][C:10]=1[CH2:18][CH2:19][NH:20][S:21]([C:24]1[CH:25]=[C:26]([CH:30]=[CH:31][C:32]=1[O:33][CH3:34])[C:27]([NH2:29])=O)(=[O:23])=[O:22])(=[O:8])=[O:7])([CH3:4])([CH3:3])[CH3:2].C(N(CC)CC)C.FC(F)(F)C(OC(=O)C(F)(F)F)=O.Cl, predict the reaction product. The product is: [C:1]([NH:5][S:6]([C:9]1[CH:14]=[C:13]([CH:15]([CH3:16])[CH3:17])[CH:12]=[CH:11][C:10]=1[CH2:18][CH2:19][NH:20][S:21]([C:24]1[CH:25]=[C:26]([C:27]#[N:29])[CH:30]=[CH:31][C:32]=1[O:33][CH3:34])(=[O:23])=[O:22])(=[O:8])=[O:7])([CH3:2])([CH3:3])[CH3:4]. (5) Given the reactants [CH2:1]([N:8]([CH2:13][C:14]([OH:16])=O)[CH2:9][C:10]([OH:12])=O)[C:2]1[CH:7]=[CH:6][CH:5]=[CH:4][CH:3]=1.C(OC(=O)C)(=O)C.[CH:24]1[CH:29]=[CH:28][C:27]([CH2:30][CH2:31][NH2:32])=[CH:26][CH:25]=1.C([O-])(=O)C.[Na+].[OH-].[Na+], predict the reaction product. The product is: [CH2:1]([N:8]1[CH2:9][C:10](=[O:12])[N:32]([CH2:31][CH2:30][C:27]2[CH:28]=[CH:29][CH:24]=[CH:25][CH:26]=2)[C:14](=[O:16])[CH2:13]1)[C:2]1[CH:3]=[CH:4][CH:5]=[CH:6][CH:7]=1. (6) Given the reactants [Cl:1][C:2]1[CH:3]=[C:4]([CH:7]=[C:8]([O:10]C)[CH:9]=1)[CH:5]=[O:6].B(Br)(Br)Br.O, predict the reaction product. The product is: [Cl:1][C:2]1[CH:3]=[C:4]([CH:7]=[C:8]([OH:10])[CH:9]=1)[CH:5]=[O:6].